From a dataset of Catalyst prediction with 721,799 reactions and 888 catalyst types from USPTO. Predict which catalyst facilitates the given reaction. (1) Product: [CH2:1]([N:3]1[CH2:15][CH2:14][C:6]2[N:7]([CH2:22][CH:21]([C:20]3[CH:24]=[CH:25][C:17]([CH3:16])=[CH:18][CH:19]=3)[OH:23])[C:8]3[CH:9]=[CH:10][CH:11]=[CH:12][C:13]=3[C:5]=2[CH2:4]1)[CH3:2]. Reactant: [CH2:1]([N:3]1[CH2:15][CH2:14][C:6]2[NH:7][C:8]3[CH:9]=[CH:10][CH:11]=[CH:12][C:13]=3[C:5]=2[CH2:4]1)[CH3:2].[CH3:16][C:17]1[CH:25]=[CH:24][C:20]([CH:21]2[O:23][CH2:22]2)=[CH:19][CH:18]=1.[H-].[Na+].C(O)(C(F)(F)F)=O. The catalyst class is: 3. (2) Reactant: [C:1]([O:5][C:6]([N:8]([CH2:19][CH2:20][C:21]1[CH:26]=[CH:25][C:24]([S:27]([C:30]2[CH:40]=[CH:39][C:33]([O:34][CH2:35][C:36]([O-:38])=[O:37])=[CH:32][CH:31]=2)(=[O:29])=[O:28])=[CH:23][CH:22]=1)[CH2:9][C@@H:10]([C:12]1[CH:17]=[CH:16][CH:15]=[C:14]([Cl:18])[CH:13]=1)[OH:11])=[O:7])([CH3:4])([CH3:3])[CH3:2].[Na+].[I-].[Na+].Br[CH2:45][CH2:46][OH:47].C(=O)([O-])O.[Na+]. Product: [C:1]([O:5][C:6]([N:8]([CH2:19][CH2:20][C:21]1[CH:26]=[CH:25][C:24]([S:27]([C:30]2[CH:40]=[CH:39][C:33]([O:34][CH2:35][C:36]([O:38][CH2:45][CH2:46][OH:47])=[O:37])=[CH:32][CH:31]=2)(=[O:28])=[O:29])=[CH:23][CH:22]=1)[CH2:9][C@@H:10]([C:12]1[CH:17]=[CH:16][CH:15]=[C:14]([Cl:18])[CH:13]=1)[OH:11])=[O:7])([CH3:4])([CH3:2])[CH3:3]. The catalyst class is: 9. (3) Reactant: [CH2:1]1[CH:5]2[CH2:6][C:7](=[O:9])[CH2:8][CH:4]2[CH2:3][NH:2]1.[OH:10][CH2:11][C:12](O)=[O:13].Cl.C(N=C=NCCCN(C)C)C.C(N(CC)CC)C. The catalyst class is: 10. Product: [OH:13][CH2:12][C:11]([N:2]1[CH2:3][CH:4]2[CH2:8][C:7](=[O:9])[CH2:6][CH:5]2[CH2:1]1)=[O:10]. (4) Reactant: [O:1]1[CH2:6][CH2:5][CH2:4][C:3](=O)[CH2:2]1.[NH:8]1[CH2:13][CH2:12][O:11][CH2:10][CH2:9]1.O. Product: [O:1]1[CH:2]=[C:3]([N:8]2[CH2:13][CH2:12][O:11][CH2:10][CH2:9]2)[CH2:4][CH2:5][CH2:6]1. The catalyst class is: 11.